Dataset: Reaction yield outcomes from USPTO patents with 853,638 reactions. Task: Predict the reaction yield, written as a fraction of the theoretical maximum amount of product (1.0 means a 100% yield; for example, 0.34 means a 34% yield). (1) The reactants are [CH3:1][O:2][C:3]([C:5]1[CH:23]=[CH:22][C:8]([O:9][C:10]2[CH:15]=[CH:14][C:13]([CH2:16][O:17][CH2:18][C:19](O)=[O:20])=[CH:12][CH:11]=2)=[CH:7][CH:6]=1)=[O:4].Cl.[NH2:25][C@@H:26]([C:52]([CH3:55])([CH3:54])[CH3:53])[C:27]([N:29]1[CH2:33][C@H:32]([OH:34])[CH2:31][C@H:30]1[C:35]([NH:37][C@H:38]([C:40]1[CH:45]=[CH:44][C:43]([C:46]2[S:50][CH:49]=[N:48][C:47]=2[CH3:51])=[CH:42][CH:41]=1)C)=[O:36])=[O:28].F[B-](F)(F)F.N1(OC(N(C)C)=[N+](C)C)C2C=CC=CC=2N=N1.C(N(C(C)C)CC)(C)C. The catalyst is C(Cl)Cl. The product is [OH:34][C@H:32]1[CH2:33][N:29]([C:27](=[O:28])[C@@H:26]([NH:25][C:19]([CH2:18][O:17][CH2:16][C:13]2[CH:14]=[CH:15][C:10]([O:9][C:8]3[CH:22]=[CH:23][C:5]([C:3]([O:2][CH3:1])=[O:4])=[CH:6][CH:7]=3)=[CH:11][CH:12]=2)=[O:20])[C:52]([CH3:53])([CH3:55])[CH3:54])[C@H:30]([C:35](=[O:36])[NH:37][CH2:38][C:40]2[CH:41]=[CH:42][C:43]([C:46]3[S:50][CH:49]=[N:48][C:47]=3[CH3:51])=[CH:44][CH:45]=2)[CH2:31]1. The yield is 0.990. (2) The reactants are [C:1]1([C:7]2[O:8][C:9](/[CH:12]=[C:13](\[CH3:30])/[CH2:14][CH2:15]/[CH:16]=[C:17](\[CH3:29])/[CH2:18][CH2:19]/[CH:20]=[C:21](\[CH3:28])/[CH2:22][CH2:23][CH:24]=[C:25]([CH3:27])[CH3:26])=[N:10][N:11]=2)[CH:6]=[CH:5][CH:4]=[CH:3][CH:2]=1.C(C/C(/C)=C/CC/C(/C)=C/C[C:49](Cl)=[O:50])/C=C(/CCC=C(C)C)\C. No catalyst specified. The product is [CH3:49][O:50][C:4]1[CH:3]=[CH:2][C:1]([C:7]2[O:8][C:9](/[CH:12]=[C:13](\[CH3:30])/[CH2:14][CH2:15]/[CH:16]=[C:17](\[CH3:29])/[CH2:18][CH2:19]/[CH:20]=[C:21](\[CH3:28])/[CH2:22][CH2:23][CH:24]=[C:25]([CH3:27])[CH3:26])=[N:10][N:11]=2)=[CH:6][CH:5]=1. The yield is 0.0900. (3) The reactants are [CH3:1][C:2]1([CH3:22])[C:6]([CH3:8])([CH3:7])[O:5][B:4]([C:9]2[CH:14]=[CH:13][C:12]([N:15]3[CH2:20][CH2:19][CH:18]([OH:21])[CH2:17][CH2:16]3)=[CH:11][CH:10]=2)[O:3]1.[H-].[Na+].[CH3:25]I. The catalyst is CN(C=O)C. The product is [CH3:25][O:21][CH:18]1[CH2:19][CH2:20][N:15]([C:12]2[CH:11]=[CH:10][C:9]([B:4]3[O:3][C:2]([CH3:22])([CH3:1])[C:6]([CH3:7])([CH3:8])[O:5]3)=[CH:14][CH:13]=2)[CH2:16][CH2:17]1. The yield is 0.200. (4) The reactants are [Cl:1][C:2]1[CH:10]=[C:9]([O:11][C:12]2[C:17]([C:18]([N:20]3[C:29]4[C:24](=[CH:25][CH:26]=[CH:27][CH:28]=4)[N:23]([CH:30]4[CH2:32][CH2:31]4)[CH2:22][CH2:21]3)=[O:19])=[CH:16][CH:15]=[CH:14][N:13]=2)[C:8]([Cl:33])=[CH:7][C:3]=1[C:4]([OH:6])=O.CN(C(ON1N=NC2C=CC=NC1=2)=[N+](C)C)C.F[P-](F)(F)(F)(F)F.C(N(CC)CC)C.Cl.[CH3:66][O:67][C:68](=[O:71])[CH2:69][NH2:70].C([O-])(O)=O.[Na+]. The catalyst is ClCCl. The product is [CH3:66][O:67][C:68](=[O:71])[CH2:69][NH:70][C:4](=[O:6])[C:3]1[CH:7]=[C:8]([Cl:33])[C:9]([O:11][C:12]2[C:17]([C:18]([N:20]3[C:29]4[C:24](=[CH:25][CH:26]=[CH:27][CH:28]=4)[N:23]([CH:30]4[CH2:31][CH2:32]4)[CH2:22][CH2:21]3)=[O:19])=[CH:16][CH:15]=[CH:14][N:13]=2)=[CH:10][C:2]=1[Cl:1]. The yield is 0.990. (5) The reactants are [C:1]([C:5]1[CH:43]=[CH:42][C:8]([C:9]([NH:11][C@@H:12]([CH2:16][C:17]2[CH:22]=[CH:21][C:20]([C:23]3[N:27]=[C:26]([C:28]4[CH:33]=[CH:32][C:31]([O:34][CH2:35][CH2:36][CH2:37][CH2:38][CH2:39][CH2:40][CH3:41])=[CH:30][CH:29]=4)[O:25][N:24]=3)=[CH:19][CH:18]=2)[C:13](O)=[O:14])=[O:10])=[CH:7][CH:6]=1)([CH3:4])([CH3:3])[CH3:2].C1C=CC2N([OH:53])N=NC=2C=1.CCN=C=NCCC[N:62]([CH3:64])C.CN([CH:68]=[O:69])C. No catalyst specified. The product is [C:1]([C:5]1[CH:43]=[CH:42][C:8]([C:9]([NH:11][C@@H:12]([CH2:16][C:17]2[CH:22]=[CH:21][C:20]([C:23]3[N:27]=[C:26]([C:28]4[CH:29]=[CH:30][C:31]([O:34][CH2:35][CH2:36][CH2:37][CH2:38][CH2:39][CH2:40][CH3:41])=[CH:32][CH:33]=4)[O:25][N:24]=3)=[CH:19][CH:18]=2)[C:13]([NH:62][CH2:64][C:68]([OH:69])=[O:53])=[O:14])=[O:10])=[CH:7][CH:6]=1)([CH3:4])([CH3:2])[CH3:3]. The yield is 0.880.